This data is from Catalyst prediction with 721,799 reactions and 888 catalyst types from USPTO. The task is: Predict which catalyst facilitates the given reaction. (1) Reactant: [CH3:1][C:2]1[C:9]([CH3:10])=[CH:8][C:5]([C:6]#[N:7])=[C:4]([N+:11]([O-])=O)[CH:3]=1. Product: [CH3:1][C:2]1[C:9]([CH3:10])=[CH:8][C:5]([C:6]#[N:7])=[C:4]([NH2:11])[CH:3]=1. The catalyst class is: 180. (2) Reactant: Cl[C:2]1[C:11]2[C:6](=[CH:7][C:8]([F:13])=[CH:9][C:10]=2[F:12])[N:5]=[C:4]([C:14]([C:16]2[CH:21]=[CH:20][CH:19]=[CH:18][CH:17]=2)=[CH2:15])[C:3]=1[CH3:22].[CH3:23][C:24]1([CH3:39])[C:28]2=[N:29][CH:30]=[C:31]([N:33]3[CH2:38][CH2:37][O:36][CH2:35][CH2:34]3)[CH:32]=[C:27]2[NH:26][CH2:25]1.C1(P(C2CCCCC2)C2C=CC=CC=2C2C(C(C)C)=CC(C(C)C)=CC=2C(C)C)CCCCC1.CC(C)([O-])C.[Na+]. Product: [CH3:23][C:24]1([CH3:39])[C:28]2=[N:29][CH:30]=[C:31]([N:33]3[CH2:38][CH2:37][O:36][CH2:35][CH2:34]3)[CH:32]=[C:27]2[N:26]([C:2]2[C:11]3[C:6](=[CH:7][C:8]([F:13])=[CH:9][C:10]=3[F:12])[N:5]=[C:4]([C:14]([C:16]3[CH:21]=[CH:20][CH:19]=[CH:18][CH:17]=3)=[CH2:15])[C:3]=2[CH3:22])[CH2:25]1. The catalyst class is: 187.